From a dataset of Full USPTO retrosynthesis dataset with 1.9M reactions from patents (1976-2016). Predict the reactants needed to synthesize the given product. (1) Given the product [CH3:19][O:18][CH2:17][C:14]1[S:15][CH:16]=[C:12]([CH2:11][N:8]2[N:7]=[C:6]([N+:3]([O-:5])=[O:4])[CH:10]=[N:9]2)[N:13]=1, predict the reactants needed to synthesize it. The reactants are: N#N.[N+:3]([C:6]1[CH:10]=[N:9][N:8]([CH2:11][C:12]2[N:13]=[C:14]([CH2:17][OH:18])[S:15][CH:16]=2)[N:7]=1)([O-:5])=[O:4].[CH3:19]I. (2) Given the product [CH3:19][S:16]([N:13]1[CH2:14][CH2:15][N:10]([CH:8]([C:5]2[CH:6]=[CH:7][C:2]([B:23]3[O:24][C:25]([CH3:27])([CH3:26])[C:21]([CH3:37])([CH3:20])[O:22]3)=[CH:3][CH:4]=2)[CH3:9])[CH2:11][CH2:12]1)(=[O:18])=[O:17], predict the reactants needed to synthesize it. The reactants are: Br[C:2]1[CH:7]=[CH:6][C:5]([CH:8]([N:10]2[CH2:15][CH2:14][N:13]([S:16]([CH3:19])(=[O:18])=[O:17])[CH2:12][CH2:11]2)[CH3:9])=[CH:4][CH:3]=1.[CH3:20][C:21]1([CH3:37])[C:25]([CH3:27])([CH3:26])[O:24][B:23]([B:23]2[O:24][C:25]([CH3:27])([CH3:26])[C:21]([CH3:37])([CH3:20])[O:22]2)[O:22]1.CC([O-])=O.[K+]. (3) Given the product [F:16][C:17]([F:30])([F:29])[S:18]([O:9][C:3]1[C:2]([F:1])=[CH:7][CH:6]=[C:5]([F:8])[N:4]=1)(=[O:20])=[O:19], predict the reactants needed to synthesize it. The reactants are: [F:1][C:2]1[C:3]([OH:9])=[N:4][C:5]([F:8])=[CH:6][CH:7]=1.N1C=CC=CC=1.[F:16][C:17]([F:30])([F:29])[S:18](O[S:18]([C:17]([F:30])([F:29])[F:16])(=[O:20])=[O:19])(=[O:20])=[O:19]. (4) Given the product [NH2:1][C:2]1[S:6][C:5]([C:7]2[C:12]([F:13])=[CH:11][CH:10]=[CH:9][C:8]=2[F:14])=[N:4][C:3]=1[C:15]([NH:17][C:18]1[CH:19]=[N:20][N:21]([CH3:34])[C:22]=1[N:23]1[CH2:24][CH2:25][CH:26]([NH2:33])[CH2:27][CH:28]([CH3:29])[CH2:32]1)=[O:16], predict the reactants needed to synthesize it. The reactants are: [NH2:1][C:2]1[S:6][C:5]([C:7]2[C:12]([F:13])=[CH:11][CH:10]=[CH:9][C:8]=2[F:14])=[N:4][C:3]=1[C:15]([NH:17][C:18]1[CH:19]=[N:20][N:21]([CH3:34])[C:22]=1[N:23]1[CH2:32][C:28]2(OC[CH2:29]2)[CH2:27][CH:26]([NH2:33])[CH2:25][CH2:24]1)=[O:16].C=C1CN(C2N(C)N=CC=2[N+]([O-])=O)CC[C@H](NC(=O)OC(C)(C)C)C1. (5) Given the product [CH:2]1([CH2:7][CH:8]([C:19]2[NH:28][C:22]3=[N:23][CH:24]=[C:25]([NH:27][C:33](=[O:34])[CH2:32][N:31]([CH3:36])[CH3:30])[CH:26]=[C:21]3[CH:20]=2)[C:9]2[CH:14]=[CH:13][C:12]([S:15]([CH3:18])(=[O:17])=[O:16])=[CH:11][CH:10]=2)[CH2:6][CH2:5][CH2:4][CH2:3]1, predict the reactants needed to synthesize it. The reactants are: Cl.[CH:2]1([CH2:7][CH:8]([C:19]2[NH:28][C:22]3=[N:23][CH:24]=[C:25]([NH2:27])[CH:26]=[C:21]3[CH:20]=2)[C:9]2[CH:14]=[CH:13][C:12]([S:15]([CH3:18])(=[O:17])=[O:16])=[CH:11][CH:10]=2)[CH2:6][CH2:5][CH2:4][CH2:3]1.Cl.[CH3:30][N:31]([CH3:36])[CH2:32][C:33](O)=[O:34].Cl.C(N=C=NCCCN(C)C)C.ON1C2C=CC=CC=2N=N1.C(N(CC)CC)C. (6) Given the product [Cl:74][C:71]1[CH:72]=[C:73]2[C:68](=[CH:69][CH:70]=1)[NH:67][CH:66]=[C:65]2[CH2:64][N:49]1[C:48]([C:44]2[N:45]([CH3:47])[CH:46]=[C:42](/[C:39](=[N:76]/[OH:77])/[CH3:40])[CH:43]=2)=[C:56]2[C:51]([N:52]([CH2:60][CH:61]([CH3:62])[CH3:63])[C:53](=[O:59])[N:54]([CH3:58])[C:55]2=[O:57])=[N:50]1, predict the reactants needed to synthesize it. The reactants are: N(C1N(CC(C)C)C(=O)N(C)C(=O)C=1)N.ClC1C=C2C(=CC=1)NC=C2C=O.C(C1C=C(C=O)N(C)C=1)(=O)C.[C:39]([C:42]1[CH:43]=[C:44]([C:48]2[N:49]([CH2:64][C:65]3[C:73]4[C:68](=[CH:69][CH:70]=[C:71]([Cl:74])[CH:72]=4)[NH:67][CH:66]=3)[N:50]=[C:51]3[C:56]=2[C:55](=[O:57])[N:54]([CH3:58])[C:53](=[O:59])[N:52]3[CH2:60][CH:61]([CH3:63])[CH3:62])[N:45]([CH3:47])[CH:46]=1)(=O)[CH3:40].Cl.[NH2:76][OH:77]. (7) Given the product [CH3:31][O:30][C:22]1[CH:21]=[C:20]([NH:19][CH:2]([C:7]2[CH:11]=[C:10]([C:12]3[CH:17]=[CH:16][CH:15]=[CH:14][CH:13]=3)[O:9][C:8]=2[CH3:18])[CH2:3][CH:4]([CH3:6])[CH3:5])[CH:29]=[CH:28][C:23]=1[C:24]([OH:26])=[O:25], predict the reactants needed to synthesize it. The reactants are: Cl[CH:2]([C:7]1[CH:11]=[C:10]([C:12]2[CH:17]=[CH:16][CH:15]=[CH:14][CH:13]=2)[O:9][C:8]=1[CH3:18])[CH2:3][CH:4]([CH3:6])[CH3:5].[NH2:19][C:20]1[CH:29]=[CH:28][C:23]([C:24]([O:26]C)=[O:25])=[C:22]([O:30][CH3:31])[CH:21]=1.C(=O)([O-])[O-].[Na+].[Na+].[I-].[Na+].